This data is from Forward reaction prediction with 1.9M reactions from USPTO patents (1976-2016). The task is: Predict the product of the given reaction. Given the reactants [CH:1]1[C:13]2[N:12]([C:14]3[CH:19]=[CH:18][C:17]([C:20](=[O:22])[CH3:21])=[CH:16][CH:15]=3)[C:11]3[C:6](=[CH:7][CH:8]=[CH:9][CH:10]=3)[C:5]=2[CH:4]=[CH:3][CH:2]=1.[S:23]1[CH:27]=[CH:26][CH:25]=[C:24]1[C:28](Cl)=[O:29].[Al+3].[Cl-].[Cl-].[Cl-].[C:35](Cl)(=[O:47])[CH2:36][CH2:37][CH2:38][CH2:39][CH2:40][CH2:41][CH2:42][CH2:43][C:44](Cl)=[O:45], predict the reaction product. The product is: [C:20]([C:17]1[CH:16]=[CH:15][C:14]([N:12]2[C:13]3[CH:1]=[CH:2][C:3]([C:35](=[O:47])[CH2:36][CH2:37][CH2:38][CH2:39][CH2:40][CH2:41][CH2:42][CH2:43][C:44]([C:8]4[CH:9]=[CH:10][C:11]5[N:12]([C:14]6[CH:15]=[CH:16][C:17]([C:20](=[O:22])[CH3:21])=[CH:18][CH:19]=6)[C:13]6[C:5]([C:6]=5[CH:7]=4)=[CH:4][C:3]([C:28]([C:24]4[S:23][CH:27]=[CH:26][CH:25]=4)=[O:29])=[CH:2][CH:1]=6)=[O:45])=[CH:4][C:5]=3[C:6]3[C:11]2=[CH:10][CH:9]=[C:8]([C:28]([C:24]2[S:23][CH:27]=[CH:26][CH:25]=2)=[O:29])[CH:7]=3)=[CH:19][CH:18]=1)(=[O:22])[CH3:21].